Dataset: Merck oncology drug combination screen with 23,052 pairs across 39 cell lines. Task: Regression. Given two drug SMILES strings and cell line genomic features, predict the synergy score measuring deviation from expected non-interaction effect. (1) Drug 1: CC(=O)OC1C(=O)C2(C)C(O)CC3OCC3(OC(C)=O)C2C(OC(=O)c2ccccc2)C2(O)CC(OC(=O)C(O)C(NC(=O)c3ccccc3)c3ccccc3)C(C)=C1C2(C)C. Drug 2: CCN(CC)CCNC(=O)c1c(C)[nH]c(C=C2C(=O)Nc3ccc(F)cc32)c1C. Cell line: UWB1289. Synergy scores: synergy=-2.45. (2) Drug 1: NC1(c2ccc(-c3nc4ccn5c(=O)[nH]nc5c4cc3-c3ccccc3)cc2)CCC1. Drug 2: Cn1cc(-c2cnn3c(N)c(Br)c(C4CCCNC4)nc23)cn1. Cell line: EFM192B. Synergy scores: synergy=5.22. (3) Drug 1: O=C(CCCCCCC(=O)Nc1ccccc1)NO. Drug 2: CS(=O)(=O)CCNCc1ccc(-c2ccc3ncnc(Nc4ccc(OCc5cccc(F)c5)c(Cl)c4)c3c2)o1. Cell line: KPL1. Synergy scores: synergy=7.50. (4) Drug 1: O=S1(=O)NC2(CN1CC(F)(F)F)C1CCC2Cc2cc(C=CCN3CCC(C(F)(F)F)CC3)ccc2C1. Drug 2: CCC1(O)C(=O)OCc2c1cc1n(c2=O)Cc2cc3c(CN(C)C)c(O)ccc3nc2-1. Cell line: A2058. Synergy scores: synergy=26.5. (5) Drug 1: NC(=O)c1cccc2cn(-c3ccc(C4CCCNC4)cc3)nc12. Drug 2: Cc1nc(Nc2ncc(C(=O)Nc3c(C)cccc3Cl)s2)cc(N2CCN(CCO)CC2)n1. Cell line: HCT116. Synergy scores: synergy=-4.73. (6) Drug 1: N.N.O=C(O)C1(C(=O)O)CCC1.[Pt]. Drug 2: COC1CC2CCC(C)C(O)(O2)C(=O)C(=O)N2CCCCC2C(=O)OC(C(C)CC2CCC(OP(C)(C)=O)C(OC)C2)CC(=O)C(C)C=C(C)C(O)C(OC)C(=O)C(C)CC(C)C=CC=CC=C1C. Cell line: LOVO. Synergy scores: synergy=19.4. (7) Drug 1: N#Cc1ccc(Cn2cncc2CN2CCN(c3cccc(Cl)c3)C(=O)C2)cc1. Drug 2: CS(=O)(=O)CCNCc1ccc(-c2ccc3ncnc(Nc4ccc(OCc5cccc(F)c5)c(Cl)c4)c3c2)o1. Cell line: UWB1289BRCA1. Synergy scores: synergy=25.4. (8) Drug 1: COc1cccc2c1C(=O)c1c(O)c3c(c(O)c1C2=O)CC(O)(C(=O)CO)CC3OC1CC(N)C(O)C(C)O1. Drug 2: Cn1cc(-c2cnn3c(N)c(Br)c(C4CCCNC4)nc23)cn1. Cell line: A427. Synergy scores: synergy=-1.66. (9) Drug 1: O=S1(=O)NC2(CN1CC(F)(F)F)C1CCC2Cc2cc(C=CCN3CCC(C(F)(F)F)CC3)ccc2C1. Drug 2: CN(C)C(=N)N=C(N)N. Cell line: HT144. Synergy scores: synergy=10.8.